From a dataset of Full USPTO retrosynthesis dataset with 1.9M reactions from patents (1976-2016). Predict the reactants needed to synthesize the given product. (1) Given the product [C@H:1]1([N:11]2[CH2:26][CH2:25][C:24](=[O:27])[CH2:23][CH2:22]2)[C:10]2[C:5](=[CH:6][CH:7]=[CH:8][CH:9]=2)[CH2:4][CH2:3][CH2:2]1, predict the reactants needed to synthesize it. The reactants are: [C@H:1]1([NH2:11])[C:10]2[C:5](=[CH:6][CH:7]=[CH:8][CH:9]=2)[CH2:4][CH2:3][CH2:2]1.C(=O)([O-])[O-].[K+].[K+].[I-].C([N+]1(C)[CH2:26][CH2:25][C:24](=[O:27])[CH2:23][CH2:22]1)C. (2) Given the product [Br:2][CH2:15][C:7]1[CH:8]=[C:9]([O:13][CH3:14])[C:10]([Cl:12])=[CH:11][C:6]=1[Cl:5], predict the reactants needed to synthesize it. The reactants are: P(Br)(Br)[Br:2].[Cl:5][C:6]1[CH:11]=[C:10]([Cl:12])[C:9]([O:13][CH3:14])=[CH:8][C:7]=1[CH2:15]O. (3) Given the product [C:4]([CH2:6][N:7]1[C:12](=[O:13])[CH:11]=[C:10]([NH:14][C:15]2[CH:20]=[CH:19][C:18]([CH3:21])=[C:17]([CH2:22][CH3:23])[CH:16]=2)[NH:9][C:8]1=[O:24])([OH:5])=[O:3], predict the reactants needed to synthesize it. The reactants are: C([O:3][C:4]([CH2:6][N:7]1[C:12](=[O:13])[CH:11]=[C:10]([NH:14][C:15]2[CH:20]=[CH:19][C:18]([CH3:21])=[C:17]([CH2:22][CH3:23])[CH:16]=2)[NH:9][C:8]1=[O:24])=[O:5])C.[OH-].[K+]. (4) Given the product [CH:1]1([CH:4]([C:18]2[CH:23]=[CH:22][CH:21]=[CH:20][CH:19]=2)[NH:5][C:6]([C:8]2[CH:9]=[C:10]3[C:14](=[CH:15][CH:16]=2)[NH:13][N:12]=[C:11]3[C:38]2[CH:39]=[CH:40][C:35]([O:34][CH:31]3[CH2:30][CH2:29][N:28]([CH:26]4[CH2:27][O:24][CH2:25]4)[CH2:33][CH2:32]3)=[CH:36][CH:37]=2)=[O:7])[CH2:3][CH2:2]1, predict the reactants needed to synthesize it. The reactants are: [CH:1]1([CH:4]([C:18]2[CH:23]=[CH:22][CH:21]=[CH:20][CH:19]=2)[NH:5][C:6]([C:8]2[CH:9]=[C:10]3[C:14](=[CH:15][CH:16]=2)[NH:13][N:12]=[C:11]3I)=[O:7])[CH2:3][CH2:2]1.[O:24]1[CH2:27][CH:26]([N:28]2[CH2:33][CH2:32][CH:31]([O:34][C:35]3[CH:40]=[CH:39][C:38](B4OC(C)(C)C(C)(C)O4)=[CH:37][CH:36]=3)[CH2:30][CH2:29]2)[CH2:25]1. (5) Given the product [C:2]([C:4]1[CH:9]=[CH:8][C:7]([O:10][C:16]2[C:15]([N+:18]([O-:20])=[O:19])=[CH:14][N:13]=[CH:12][CH:17]=2)=[CH:6][CH:5]=1)(=[O:3])[CH3:1], predict the reactants needed to synthesize it. The reactants are: [CH3:1][C:2]([C:4]1[CH:5]=[CH:6][C:7]([OH:10])=[CH:8][CH:9]=1)=[O:3].Cl[C:12]1[CH:17]=[CH:16][C:15]([N+:18]([O-:20])=[O:19])=[CH:14][N:13]=1. (6) Given the product [CH3:1][N:2]([CH2:4][C:5]1[C:13]2[O:12][N:11]=[C:10]([CH2:14][CH2:15][CH:16]3[CH2:21][CH2:20][N:19]([CH2:34][CH2:33][C:27]4[CH:32]=[CH:31][CH:30]=[CH:29][CH:28]=4)[CH2:18][CH2:17]3)[C:9]=2[CH:8]=[CH:7][C:6]=1[O:22][CH2:23][CH:24]1[CH2:25][CH2:26]1)[CH3:3], predict the reactants needed to synthesize it. The reactants are: [CH3:1][N:2]([CH2:4][C:5]1[C:13]2[O:12][N:11]=[C:10]([CH2:14][CH2:15][CH:16]3[CH2:21][CH2:20][NH:19][CH2:18][CH2:17]3)[C:9]=2[CH:8]=[CH:7][C:6]=1[O:22][CH2:23][CH:24]1[CH2:26][CH2:25]1)[CH3:3].[C:27]1([CH2:33][CH:34]=O)[CH:32]=[CH:31][CH:30]=[CH:29][CH:28]=1. (7) Given the product [Cl:10][C:9]1[CH:8]=[CH:7][C:6]([C:11]2[C:12]([N:17]3[CH2:22][CH2:21][CH:20]([C:23]([O:25][CH3:26])=[O:24])[CH2:19][CH2:18]3)=[N:13][CH:14]=[CH:15][CH:16]=2)=[CH:5][C:4]=1[C:1]([NH:27][CH2:28][C:29]1([OH:36])[CH2:35][CH2:34][CH2:33][CH2:32][CH2:31][CH2:30]1)=[O:3], predict the reactants needed to synthesize it. The reactants are: [C:1]([C:4]1[CH:5]=[C:6]([C:11]2[C:12]([N:17]3[CH2:22][CH2:21][CH:20]([C:23]([O:25][CH3:26])=[O:24])[CH2:19][CH2:18]3)=[N:13][CH:14]=[CH:15][CH:16]=2)[CH:7]=[CH:8][C:9]=1[Cl:10])([OH:3])=O.[NH2:27][CH2:28][C:29]1([OH:36])[CH2:35][CH2:34][CH2:33][CH2:32][CH2:31][CH2:30]1.